From a dataset of Full USPTO retrosynthesis dataset with 1.9M reactions from patents (1976-2016). Predict the reactants needed to synthesize the given product. Given the product [CH3:1][O:2][C:3]([N:5]1[CH2:9][C@@H:8]([CH2:10][CH:11]([CH3:13])[CH3:12])[N:7]([CH:14]2[CH2:15][CH2:16][N:17]([CH2:21][C:23]3[CH:28]=[N:27][C:26]([S:29][C:30]4[CH:38]=[CH:37][C:33]([C:34]([OH:36])=[O:35])=[CH:32][CH:31]=4)=[CH:25][CH:24]=3)[CH2:18][CH2:19]2)[C:6]1=[O:20])=[O:4], predict the reactants needed to synthesize it. The reactants are: [CH3:1][O:2][C:3]([N:5]1[CH2:9][C@@H:8]([CH2:10][CH:11]([CH3:13])[CH3:12])[N:7]([CH:14]2[CH2:19][CH2:18][NH:17][CH2:16][CH2:15]2)[C:6]1=[O:20])=[O:4].[CH:21]([C:23]1[CH:24]=[CH:25][C:26]([S:29][C:30]2[CH:38]=[CH:37][C:33]([C:34]([OH:36])=[O:35])=[CH:32][CH:31]=2)=[N:27][CH:28]=1)=O.C(O[BH-](OC(=O)C)OC(=O)C)(=O)C.[Na+].